From a dataset of Full USPTO retrosynthesis dataset with 1.9M reactions from patents (1976-2016). Predict the reactants needed to synthesize the given product. Given the product [CH2:2]([O:4][C:5](=[O:24])[C@H:6]([CH3:23])[CH2:7][C@H:8]([C:29](=[O:49])[NH:71][C:66]1[NH:52][N:72]=[N:73][N:65]=1)[CH2:9][C:10]1[CH:15]=[CH:14][C:13]([C:16]2[CH:21]=[CH:20][CH:19]=[CH:18][CH:17]=2)=[CH:12][CH:11]=1)[CH3:3], predict the reactants needed to synthesize it. The reactants are: Cl.[CH2:2]([O:4][C:5](=[O:24])[C@H:6]([CH3:23])[CH2:7][C@H:8](N)[CH2:9][C:10]1[CH:15]=[CH:14][C:13]([C:16]2[CH:21]=[CH:20][CH:19]=[CH:18][CH:17]=2)=[CH:12][CH:11]=1)[CH3:3].Cl.C(O[C:29](=[O:49])[C@@H](C)CC(N)CC1C=CC(C2C=CC=C(Cl)C=2)=CC=1)C.CC[N:52](CC)CC.CN(C(O[N:65]1[N:73]=[N:72]C2C=CC=[N:71][C:66]1=2)=[N+](C)C)C.F[P-](F)(F)(F)(F)F.